From a dataset of Reaction yield outcomes from USPTO patents with 853,638 reactions. Predict the reaction yield, written as a fraction of the theoretical maximum amount of product (1.0 means a 100% yield; for example, 0.34 means a 34% yield). (1) The reactants are [OH:1][C:2]1[CH:7]=[CH:6][C:5]([C:8]2[C:9]([CH3:18])=[N:10][O:11][C:12]=2[CH2:13][C:14]([O:16][CH3:17])=[O:15])=[CH:4][CH:3]=1.[CH3:19][O:20]/[N:21]=[C:22](/[C:33]1[CH:38]=[CH:37][CH:36]=[CH:35][CH:34]=1)\[CH2:23][O:24][C:25]1[CH:30]=[CH:29][C:28]([CH2:31]O)=[CH:27][CH:26]=1.C(P(CCCC)CCCC)CCC.N(C(N1CCCCC1)=O)=NC(N1CCCCC1)=O. The catalyst is O.C1(C)C=CC=CC=1. The product is [CH3:19][O:20]/[N:21]=[C:22](/[C:33]1[CH:38]=[CH:37][CH:36]=[CH:35][CH:34]=1)\[CH2:23][O:24][C:25]1[CH:30]=[CH:29][C:28]([CH2:31][O:1][C:2]2[CH:3]=[CH:4][C:5]([C:8]3[C:9]([CH3:18])=[N:10][O:11][C:12]=3[CH2:13][C:14]([O:16][CH3:17])=[O:15])=[CH:6][CH:7]=2)=[CH:27][CH:26]=1. The yield is 0.770. (2) The product is [F:3][C:4]1[CH:9]=[CH:8][CH:7]=[CH:6][C:5]=1[C:10]1[N:14]=[N:13][N:12]([CH3:15])[C:11]=1[CH2:16][O:17][C:19]1[CH:24]=[CH:23][C:22]([I:25])=[CH:21][N:20]=1. The catalyst is CN(C=O)C. The yield is 0.485. The reactants are [H-].[Na+].[F:3][C:4]1[CH:9]=[CH:8][CH:7]=[CH:6][C:5]=1[C:10]1[N:14]=[N:13][N:12]([CH3:15])[C:11]=1[CH2:16][OH:17].Cl[C:19]1[CH:24]=[CH:23][C:22]([I:25])=[CH:21][N:20]=1. (3) The reactants are [CH3:1][C:2]1[C:6]([CH2:7][N:8]2[CH:12]=[C:11]([N:13]3[C:17](=[O:18])[N:16]([CH3:19])[N:15]([CH3:20])[C:14]3=[O:21])[CH:10]=[N:9]2)=[C:5]([CH3:22])[O:4][N:3]=1.C(Br)[C:24]1[CH:29]=[CH:28][CH:27]=[CH:26][CH:25]=1. No catalyst specified. The product is [CH2:20]([N:15]1[C:14](=[O:21])[N:13]([C:11]2[CH:10]=[N:9][N:8]([CH2:7][C:6]3[C:2]([CH3:1])=[N:3][O:4][C:5]=3[CH3:22])[CH:12]=2)[C:17](=[O:18])[N:16]1[CH2:19][C:24]1[CH:25]=[CH:26][CH:27]=[CH:28][CH:29]=1)[C:24]1[CH:29]=[CH:28][CH:27]=[CH:26][CH:25]=1. The yield is 0.690. (4) The reactants are [NH:1]1[CH2:9][CH2:8][CH:4]([C:5]([NH2:7])=O)[CH2:3][CH2:2]1.N1[CH:15]=[CH:14][CH:13]=CC=1.FC(F)(F)[C:18]([O:20]C(=O)C(F)(F)F)=[O:19].[C:29](=O)([O-])O.[Na+]. The catalyst is C(Cl)Cl. The product is [C:14]([O:20][C:18]([N:1]1[CH2:9][CH2:8][CH:4]([C:5]#[N:7])[CH2:3][CH2:2]1)=[O:19])([CH3:13])([CH3:15])[CH3:29]. The yield is 0.880. (5) The yield is 0.550. The reactants are [Br:1][C:2]1[C:3]([F:12])=[C:4]2[C:10]([NH2:11])=[CH:9][NH:8][C:5]2=[N:6][CH:7]=1.[F:13][C:14]([F:25])([F:24])[C:15]1[CH:16]=[CH:17][C:18]([C:21](O)=[O:22])=[N:19][CH:20]=1.C1N(P(Cl)(N2C(=O)OCC2)=O)C(=O)OC1.[Li+].[OH-]. The catalyst is C(Cl)Cl.O. The product is [Br:1][C:2]1[C:3]([F:12])=[C:4]2[C:10]([NH:11][C:21](=[O:22])[C:18]3[CH:17]=[CH:16][C:15]([C:14]([F:24])([F:13])[F:25])=[CH:20][N:19]=3)=[CH:9][NH:8][C:5]2=[N:6][CH:7]=1.